Task: Predict the reactants needed to synthesize the given product.. Dataset: Full USPTO retrosynthesis dataset with 1.9M reactions from patents (1976-2016) (1) Given the product [NH:39]1[CH:43]=[CH:42][N:41]=[C:40]1[CH2:44][N:34]([CH2:24][C:22]1[CH:21]=[CH:20][C:18]2[N:19]=[C:15]([C:11]3[CH:10]=[C:9]([CH:14]=[CH:13][CH:12]=3)[CH2:8][N:4]([CH2:5][CH2:6][CH3:7])[CH2:1][CH2:2][CH3:3])[N:16]([CH3:26])[C:17]=2[CH:23]=1)[CH2:33][C:29]1[N:28]([CH3:27])[CH:32]=[CH:31][N:30]=1, predict the reactants needed to synthesize it. The reactants are: [CH2:1]([N:4]([CH2:8][C:9]1[CH:10]=[C:11]([C:15]2[N:16]([CH3:26])[C:17]3[CH:23]=[C:22]([CH:24]=O)[CH:21]=[CH:20][C:18]=3[N:19]=2)[CH:12]=[CH:13][CH:14]=1)[CH2:5][CH2:6][CH3:7])[CH2:2][CH3:3].[CH3:27][N:28]1[CH:32]=[CH:31][N:30]=[C:29]1[CH2:33][NH2:34].C([BH3-])#N.[Na+].[NH:39]1[CH:43]=[CH:42][N:41]=[C:40]1[CH:44]=O. (2) Given the product [F:1][C:2]1[CH:7]=[C:6]([NH:8][C:9]2[CH:14]=[CH:13][CH:12]=[C:11]([O:15][CH3:16])[CH:10]=2)[C:5]([NH2:17])=[CH:4][CH:3]=1, predict the reactants needed to synthesize it. The reactants are: [F:1][C:2]1[CH:3]=[CH:4][C:5]([N+:17]([O-])=O)=[C:6]([NH:8][C:9]2[CH:14]=[CH:13][CH:12]=[C:11]([O:15][CH3:16])[CH:10]=2)[CH:7]=1. (3) Given the product [CH:36]1[C:37]2[N:38]([C:2]3[CH:3]=[C:4]4[C:17](=[CH:18][CH:19]=3)[C:16]3[C:11](=[CH:12][C:13]([N:6]5[C:51]6[CH:12]=[CH:11][CH:10]=[CH:50][C:49]=6[C:52]6[C:5]5=[CH:4][CH:3]=[CH:2][CH:19]=6)=[CH:14][CH:15]=3)[C:10]3[N:9]=[CH:8][CH:7]=[N:6][C:5]4=3)[C:39]3[C:31](=[CH:30][CH:29]=[CH:28][CH:27]=3)[C:32]=2[CH:33]=[CH:34][CH:35]=1, predict the reactants needed to synthesize it. The reactants are: Br[C:2]1[CH:3]=[C:4]2[C:17](=[CH:18][CH:19]=1)[C:16]1[C:11](=[CH:12][C:13](Br)=[CH:14][CH:15]=1)[C:10]1[N:9]=[CH:8][CH:7]=[N:6][C:5]2=1.C(=O)([O-])[O-].[K+].[K+].[CH:27]1[C:39]2[NH:38][C:37]3[C:32](=[CH:33][CH:34]=[CH:35][CH:36]=3)[C:31]=2[CH:30]=[CH:29][CH:28]=1.[C:49](P([C:49]([CH3:52])([CH3:51])[CH3:50])[C:49]([CH3:52])([CH3:51])[CH3:50])([CH3:52])([CH3:51])[CH3:50]. (4) The reactants are: [F:1][C:2]1[CH:7]=[CH:6][CH:5]=[CH:4][C:3]=1[CH2:8][CH2:9][OH:10].[CH:11]([N:14]([CH:18]([CH3:20])[CH3:19])[C:15](Cl)=[O:16])([CH3:13])[CH3:12].N1C=CC=CC=1.Cl. Given the product [CH:11]([N:14]([CH:18]([CH3:20])[CH3:19])[C:15](=[O:16])[O:10][CH2:9][CH2:8][C:3]1[CH:4]=[CH:5][CH:6]=[CH:7][C:2]=1[F:1])([CH3:13])[CH3:12], predict the reactants needed to synthesize it.